This data is from Forward reaction prediction with 1.9M reactions from USPTO patents (1976-2016). The task is: Predict the product of the given reaction. (1) Given the reactants [CH3:1][O:2][C:3]1[CH:4]=[C:5]([NH:11][C:12]2[S:13][C:14]3[CH:20]=[C:19]([N+:21]([O-:23])=[O:22])[CH:18]=[CH:17][C:15]=3[N:16]=2)[CH:6]=[CH:7][C:8]=1[O:9][CH3:10].[Cl:24][C:25]1[CH:33]=[CH:32][CH:31]=[CH:30][C:26]=1[C:27](Cl)=[O:28], predict the reaction product. The product is: [Cl:24][C:25]1[CH:33]=[CH:32][CH:31]=[CH:30][C:26]=1[C:27]([N:11]([C:5]1[CH:6]=[CH:7][C:8]([O:9][CH3:10])=[C:3]([O:2][CH3:1])[CH:4]=1)[C:12]1[S:13][C:14]2[CH:20]=[C:19]([N+:21]([O-:23])=[O:22])[CH:18]=[CH:17][C:15]=2[N:16]=1)=[O:28]. (2) Given the reactants O/[N:2]=[C:3](\[CH3:7])/[C:4](=O)[CH3:5].[CH3:8][C:9]1([CH3:17])[CH2:14][C:13](=O)[CH2:12][C:11](=[O:16])[CH2:10]1, predict the reaction product. The product is: [CH3:7][C:3]1[NH:2][C:13]2[CH2:14][C:9]([CH3:8])([CH3:17])[CH2:10][C:11](=[O:16])[C:12]=2[C:4]=1[CH3:5]. (3) The product is: [OH:1][C@H:3]1[CH2:4][C:5]2[C:10](=[CH:9][CH:8]=[CH:7][CH:6]=2)[C@@H:2]1[N:23]1[CH2:24][CH:21]([C:18]([NH:17][C:16](=[O:25])[O:15][C:11]([CH3:14])([CH3:13])[CH3:12])([CH3:20])[CH3:19])[CH2:22]1. Given the reactants [O:1]1[C@H:3]2[CH2:4][C:5]3[CH:6]=[CH:7][CH:8]=[CH:9][C:10]=3[C@@H:2]12.[C:11]([O:15][C:16](=[O:25])[NH:17][C:18]([CH:21]1[CH2:24][NH:23][CH2:22]1)([CH3:20])[CH3:19])([CH3:14])([CH3:13])[CH3:12], predict the reaction product. (4) Given the reactants [H-].[Na+].[Br:3][C:4]1[C:12]2[NH:11][CH:10]=[CH:9][C:8]=2[C:7]([C:13]#[N:14])=[CH:6][CH:5]=1.[S:15](Cl)([C:18]1[CH:24]=[CH:23][C:21]([CH3:22])=[CH:20][CH:19]=1)(=[O:17])=[O:16], predict the reaction product. The product is: [Br:3][C:4]1[C:12]2[N:11]([S:15]([C:18]3[CH:24]=[CH:23][C:21]([CH3:22])=[CH:20][CH:19]=3)(=[O:17])=[O:16])[CH:10]=[CH:9][C:8]=2[C:7]([C:13]#[N:14])=[CH:6][CH:5]=1.